Dataset: Full USPTO retrosynthesis dataset with 1.9M reactions from patents (1976-2016). Task: Predict the reactants needed to synthesize the given product. Given the product [C:1]([C@H:3]([CH3:36])[CH2:4][NH:5][C:6]([C:8]1[C:16]2[C:11](=[N:12][CH:13]=[C:14]([C:17]3[C:25]4[C:20](=[CH:21][C:22]([F:26])=[CH:23][CH:24]=4)[N:19]([CH3:27])[N:18]=3)[N:15]=2)[NH:10][CH:9]=1)=[O:7])#[N:2], predict the reactants needed to synthesize it. The reactants are: [C:1]([C@H:3]([CH3:36])[CH2:4][NH:5][C:6]([C:8]1[C:16]2[C:11](=[N:12][CH:13]=[C:14]([C:17]3[C:25]4[C:20](=[CH:21][C:22]([F:26])=[CH:23][CH:24]=4)[N:19]([CH3:27])[N:18]=3)[N:15]=2)[N:10](COCC[Si](C)(C)C)[CH:9]=1)=[O:7])#[N:2].FC(F)(F)C(O)=O.C(N)CN.O.